Predict the product of the given reaction. From a dataset of Forward reaction prediction with 1.9M reactions from USPTO patents (1976-2016). (1) Given the reactants [NH2:1][C@@H:2]([CH2:21]N1C=C(C(F)(F)F)N=C1)[CH2:3][NH:4][C:5]1[S:6][C:7]([C:10]2[CH:11]=[C:12]3[C:17](=[CH:18][CH:19]=2)[CH:16]=[N:15][C:14]([F:20])=[CH:13]3)=[CH:8][N:9]=1.[C:31]([O:35][C:36]([NH:38][C@@H:39]([CH2:44][C:45]1[C:46]([Cl:55])=[N:47][C:48]([C:51]([F:54])([F:53])[F:52])=[CH:49][CH:50]=1)[C:40]([O:42][CH3:43])=[O:41])=[O:37])([CH3:34])([CH3:33])[CH3:32], predict the reaction product. The product is: [NH2:1][C@@H:2]([CH2:21][C:45]1[C:46]([Cl:55])=[N:47][C:48]([C:51]([F:54])([F:53])[F:52])=[CH:49][CH:50]=1)[CH2:3][NH:4][C:5]1[S:6][C:7]([C:10]2[CH:11]=[C:12]3[C:17](=[CH:18][CH:19]=2)[CH:16]=[N:15][C:14]([F:20])=[CH:13]3)=[CH:8][N:9]=1.[C:31]([O:35][C:36]([NH:38][C@@H:39]([CH2:44][C:45]1[C:46]([Cl:55])=[N:47][C:48]([C:51]([F:54])([F:52])[F:53])=[CH:49][CH:50]=1)[C:40]([O:42][CH3:43])=[O:41])=[O:37])([CH3:34])([CH3:32])[CH3:33]. (2) Given the reactants [Cl:1][C:2]1[C:3]([CH3:32])=[CH:4][C:5]2[N:9]=[C:8]([N:10]3[CH2:15][CH2:14][CH:13]([C:16](OCC)=[O:17])[CH2:12][CH2:11]3)[N:7]([C:21]3[CH:26]=[CH:25][CH:24]=[C:23]([C:27]([F:30])([F:29])[F:28])[N:22]=3)[C:6]=2[CH:31]=1.[OH-].[Na+].Cl.[NH2:36][C@H:37]1[CH2:41][O:40][CH2:39][C@@H:38]1[OH:42].C(N(CC)C(C)C)(C)C.F[P-](F)(F)(F)(F)F.N1(OC(N(C)C)=[N+](C)C)C2N=CC=CC=2N=N1, predict the reaction product. The product is: [Cl:1][C:2]1[C:3]([CH3:32])=[CH:4][C:5]2[N:9]=[C:8]([N:10]3[CH2:15][CH2:14][CH:13]([C:16]([NH:36][C@@H:37]4[C@@H:38]([OH:42])[CH2:39][O:40][CH2:41]4)=[O:17])[CH2:12][CH2:11]3)[N:7]([C:21]3[CH:26]=[CH:25][CH:24]=[C:23]([C:27]([F:30])([F:28])[F:29])[N:22]=3)[C:6]=2[CH:31]=1. (3) Given the reactants [O:1]1[CH2:6][CH2:5][CH:4]([C:7]([OH:9])=O)[CH2:3][CH2:2]1.[Cl:10][C:11]1[CH:12]=[CH:13][C:14]([O:25][CH2:26][C:27]2[CH:32]=[CH:31][CH:30]=[CH:29][CH:28]=2)=[C:15]([CH2:17][C:18]2[N:23]=[C:22]([NH2:24])[CH:21]=[CH:20][CH:19]=2)[CH:16]=1.CCN=C=NCCCN(C)C.C1C=CC2N(O)N=NC=2C=1, predict the reaction product. The product is: [Cl:10][C:11]1[CH:12]=[CH:13][C:14]([O:25][CH2:26][C:27]2[CH:32]=[CH:31][CH:30]=[CH:29][CH:28]=2)=[C:15]([CH2:17][C:18]2[N:23]=[C:22]([NH:24][C:7]([CH:4]3[CH2:3][CH2:2][O:1][CH2:6][CH2:5]3)=[O:9])[CH:21]=[CH:20][CH:19]=2)[CH:16]=1. (4) Given the reactants [NH2:1][C:2]1[CH:7]=[CH:6][N:5]=[CH:4][CH:3]=1.[NH2:8][C@H:9]([C:15](O)=[O:16])[CH2:10][CH2:11][C:12]([OH:14])=[O:13].N=C=N, predict the reaction product. The product is: [NH2:8][C@H:9]([C:15]([C:4]1[CH:3]=[C:2]([NH2:1])[CH:7]=[CH:6][N:5]=1)=[O:16])[CH2:10][CH2:11][C:12](=[O:13])[OH:14]. (5) Given the reactants Br[C:2]1[CH:7]=[CH:6][C:5]([C@@H:8]([NH:11][C:12]([C@H:14]2[CH2:16][C@@H:15]2[C:17]2[S:18][CH:19]=[CH:20][CH:21]=2)=[O:13])[CH2:9][OH:10])=[CH:4][CH:3]=1.[O-]P([O-])([O-])=O.[K+].[K+].[K+].B(O)(O)[C:31]1[CH:32]=[CH:33][C:34]([CH3:37])=[CH:35][CH:36]=1.N#N.[OH-].[Na+], predict the reaction product. The product is: [OH:10][CH2:9][C@H:8]([NH:11][C:12]([C@H:14]1[CH2:16][C@@H:15]1[C:17]1[S:18][CH:19]=[CH:20][CH:21]=1)=[O:13])[C:5]1[CH:6]=[CH:7][C:2]([C:31]2[CH:36]=[CH:35][C:34]([CH3:37])=[CH:33][CH:32]=2)=[CH:3][CH:4]=1. (6) Given the reactants C(P(C(C)(C)C)C(C)(C)C)(C)(C)C.CC(C)([O-])C.[Na+].[C:20]1([C:42]2[CH:47]=[CH:46][CH:45]=[CH:44][CH:43]=2)[CH:25]=[CH:24][CH:23]=[CH:22][C:21]=1[NH:26][C:27]1[CH:39]=[CH:38][C:37]2[C:36]3[C:31](=[CH:32][CH:33]=[CH:34][CH:35]=3)[C:30]([CH3:41])([CH3:40])[C:29]=2[CH:28]=1.Br[C:49]1[CH:61]=[CH:60][C:59]2[C:58]3[C:53](=[CH:54][CH:55]=[CH:56][CH:57]=3)[C:52]3([C:73]4[CH:72]=[CH:71][CH:70]=[CH:69][C:68]=4[C:67]4[C:62]3=[CH:63][CH:64]=[CH:65][CH:66]=4)[C:51]=2[CH:50]=1, predict the reaction product. The product is: [C:20]1([C:42]2[CH:43]=[CH:44][CH:45]=[CH:46][CH:47]=2)[CH:25]=[CH:24][CH:23]=[CH:22][C:21]=1[N:26]([C:27]1[CH:39]=[CH:38][C:37]2[C:36]3[C:31](=[CH:32][CH:33]=[CH:34][CH:35]=3)[C:30]([CH3:40])([CH3:41])[C:29]=2[CH:28]=1)[C:49]1[CH:61]=[CH:60][C:59]2[C:58]3[C:53](=[CH:54][CH:55]=[CH:56][CH:57]=3)[C:52]3([C:73]4[CH:72]=[CH:71][CH:70]=[CH:69][C:68]=4[C:67]4[C:62]3=[CH:63][CH:64]=[CH:65][CH:66]=4)[C:51]=2[CH:50]=1.